This data is from Catalyst prediction with 721,799 reactions and 888 catalyst types from USPTO. The task is: Predict which catalyst facilitates the given reaction. (1) Reactant: [O:1]1[CH2:4][CH:3]([OH:5])[CH2:2]1.C(=O)([O-])[O-].[Cs+].[Cs+].[Br:12][C:13]1[CH:14]=[CH:15][C:16]2[N:20]=[C:19](C(Cl)(Cl)Cl)[N:18]([C:25]3[CH:30]=[CH:29][N:28]=[C:27]([NH2:31])[N:26]=3)[C:17]=2[CH:32]=1.O. Product: [Br:12][C:13]1[CH:14]=[CH:15][C:16]2[N:20]=[C:19]([O:5][CH:3]3[CH2:4][O:1][CH2:2]3)[N:18]([C:25]3[CH:30]=[CH:29][N:28]=[C:27]([NH2:31])[N:26]=3)[C:17]=2[CH:32]=1. The catalyst class is: 3. (2) Reactant: [CH3:1][C:2]([O:5][C:6]([N:8]1[CH2:11][CH2:10][C@H:9]1[C:12]([NH:14][C@@H:15]([CH2:21][CH:22]([CH3:24])[CH3:23])/[CH:16]=[CH:17]/[C:18]([OH:20])=O)=[O:13])=[O:7])([CH3:4])[CH3:3].CN(C(ON1N=NC2C=CC=NC1=2)=[N+](C)C)C.F[P-](F)(F)(F)(F)F.CCN(C(C)C)C(C)C.[F:58][C:59]([F:67])([F:66])[C:60]1[S:64][C:63]([NH2:65])=[N:62][N:61]=1. Product: [CH3:23][CH:22]([CH3:24])[CH2:21][C@H:15]([NH:14][C:12]([C@@H:9]1[CH2:10][CH2:11][N:8]1[C:6]([O:5][C:2]([CH3:1])([CH3:3])[CH3:4])=[O:7])=[O:13])/[CH:16]=[CH:17]/[C:18](=[O:20])[NH:65][C:63]1[S:64][C:60]([C:59]([F:67])([F:66])[F:58])=[N:61][N:62]=1. The catalyst class is: 59.